Task: Predict the reactants needed to synthesize the given product.. Dataset: Full USPTO retrosynthesis dataset with 1.9M reactions from patents (1976-2016) (1) Given the product [O:32]1[CH:33]=[CH:34][C:30]([C:28]([NH:27][C:24]2[CH:23]=[CH:22][C:21]([CH3:20])=[C:26]([C:2]3[CH:19]=[CH:18][C:5]([C:6]([NH:8][CH2:9][C:10]4[CH:15]=[CH:14][CH:13]=[C:12]([O:16][CH3:17])[CH:11]=4)=[O:7])=[CH:4][N:3]=3)[CH:25]=2)=[O:29])=[CH:31]1, predict the reactants needed to synthesize it. The reactants are: Cl[C:2]1[CH:19]=[CH:18][C:5]([C:6]([NH:8][CH2:9][C:10]2[CH:15]=[CH:14][CH:13]=[C:12]([O:16][CH3:17])[CH:11]=2)=[O:7])=[CH:4][N:3]=1.[CH3:20][C:21]1[CH:26]=[CH:25][C:24]([NH:27][C:28]([C:30]2[CH:34]=[CH:33][O:32][CH:31]=2)=[O:29])=[CH:23][C:22]=1B1OC(C)(C)C(C)(C)O1. (2) Given the product [CH3:1][O:2][C:3]1[CH:23]=[CH:22][CH:21]=[CH:20][C:4]=1[CH2:5][NH:6][C:7]1[CH:16]=[CH:15][C:14]2[C:9](=[CH:10][CH:11]=[C:12]([NH2:17])[CH:13]=2)[N:8]=1, predict the reactants needed to synthesize it. The reactants are: [CH3:1][O:2][C:3]1[CH:23]=[CH:22][CH:21]=[CH:20][C:4]=1[CH2:5][NH:6][C:7]1[CH:16]=[CH:15][C:14]2[C:9](=[CH:10][CH:11]=[C:12]([N+:17]([O-])=O)[CH:13]=2)[N:8]=1. (3) Given the product [CH3:13][S:14]([C:17]1[CH:22]=[CH:21][CH:20]=[CH:19][C:18]=1[S:23]([NH:1][C:2]1[S:3][CH:4]=[C:5]([CH2:7][C:8]([O:10][CH2:11][CH3:12])=[O:9])[N:6]=1)(=[O:25])=[O:24])(=[O:16])=[O:15], predict the reactants needed to synthesize it. The reactants are: [NH2:1][C:2]1[S:3][CH:4]=[C:5]([CH2:7][C:8]([O:10][CH2:11][CH3:12])=[O:9])[N:6]=1.[CH3:13][S:14]([C:17]1[CH:22]=[CH:21][CH:20]=[CH:19][C:18]=1[S:23](Cl)(=[O:25])=[O:24])(=[O:16])=[O:15]. (4) Given the product [C:1]([C:5]1[CH:6]=[C:7](/[CH:8]=[C:27](/[S:24]([C:18]2[CH:23]=[CH:22][CH:21]=[CH:20][CH:19]=2)(=[O:25])=[O:26])\[C:28]#[N:29])[CH:10]=[C:11]([C:14]([CH3:17])([CH3:16])[CH3:15])[C:12]=1[OH:13])([CH3:4])([CH3:3])[CH3:2], predict the reactants needed to synthesize it. The reactants are: [C:1]([C:5]1[CH:6]=[C:7]([CH:10]=[C:11]([C:14]([CH3:17])([CH3:16])[CH3:15])[C:12]=1[OH:13])[CH:8]=O)([CH3:4])([CH3:3])[CH3:2].[C:18]1([S:24]([CH2:27][C:28]#[N:29])(=[O:26])=[O:25])[CH:23]=[CH:22][CH:21]=[CH:20][CH:19]=1. (5) Given the product [CH3:1][C:2]1[CH:3]=[C:4]2[C:9](=[CH:10][CH:11]=1)[N:8]([CH2:29][CH2:30][N:31]1[CH2:36][CH2:35][O:34][CH2:33][CH2:32]1)[C:7](=[O:12])[C:6]([C:13]#[N:14])=[C:5]2[N:15]1[CH2:16][CH2:17][N:18]([C:21]([C:23]2[S:24][CH:25]=[CH:26][CH:27]=2)=[O:22])[CH2:19][CH2:20]1, predict the reactants needed to synthesize it. The reactants are: [CH3:1][C:2]1[CH:3]=[C:4]2[C:9](=[CH:10][CH:11]=1)[NH:8][C:7](=[O:12])[C:6]([C:13]#[N:14])=[C:5]2[N:15]1[CH2:20][CH2:19][N:18]([C:21]([C:23]2[S:24][CH:25]=[CH:26][CH:27]=2)=[O:22])[CH2:17][CH2:16]1.Cl[CH2:29][CH2:30][N:31]1[CH2:36][CH2:35][O:34][CH2:33][CH2:32]1.C(=O)([O-])[O-].[K+].[K+]. (6) The reactants are: [Cl:1][C:2]1[CH:3]=[C:4]([C:9]2([C:24]([F:27])([F:26])[F:25])[O:13][N:12]=[C:11]([C:14]3[CH:19]=[CH:18][C:17]([C:20](=O)[CH3:21])=[C:16]([CH3:23])[CH:15]=3)[CH2:10]2)[CH:5]=[C:6]([Cl:8])[CH:7]=1.Cl.[NH2:29][OH:30]. Given the product [Cl:1][C:2]1[CH:3]=[C:4]([C:9]2([C:24]([F:27])([F:26])[F:25])[O:13][N:12]=[C:11]([C:14]3[CH:19]=[CH:18][C:17]([C:20](=[N:29][OH:30])[CH3:21])=[C:16]([CH3:23])[CH:15]=3)[CH2:10]2)[CH:5]=[C:6]([Cl:8])[CH:7]=1, predict the reactants needed to synthesize it. (7) Given the product [CH3:33][O:34][C:35](=[O:39])[CH2:36][CH2:37][NH:38][C:18]([C:16]1[S:17][C:13]([CH:9]([S:8][C:6]2[CH:7]=[C:2]([CH3:1])[C:3]([C:22]3[CH:27]=[CH:26][C:25]([C:28]([F:29])([F:31])[F:30])=[CH:24][CH:23]=3)=[C:4]([CH3:21])[CH:5]=2)[CH:10]([CH3:12])[CH3:11])=[CH:14][CH:15]=1)=[O:20], predict the reactants needed to synthesize it. The reactants are: [CH3:1][C:2]1[CH:7]=[C:6]([S:8][CH:9]([C:13]2[S:17][C:16]([C:18]([OH:20])=O)=[CH:15][CH:14]=2)[CH:10]([CH3:12])[CH3:11])[CH:5]=[C:4]([CH3:21])[C:3]=1[C:22]1[CH:27]=[CH:26][C:25]([C:28]([F:31])([F:30])[F:29])=[CH:24][CH:23]=1.Cl.[CH3:33][O:34][C:35](=[O:39])[CH2:36][CH2:37][NH2:38].O.ON1C2C=CC=CC=2N=N1.C(N(CC)C(C)C)(C)C.Cl.CN(C)CCCN=C=NCC.